This data is from Forward reaction prediction with 1.9M reactions from USPTO patents (1976-2016). The task is: Predict the product of the given reaction. Given the reactants [Cl:1][C:2]1[CH:3]=[C:4]([C:10]2[C:15]([CH3:16])=[CH:14][CH:13]=[C:12]([NH:17][C:18]([C:20]3([C:23]4[CH:33]=[CH:32][C:26]5[O:27][C:28]([F:31])([F:30])[O:29][C:25]=5[CH:24]=4)[CH2:22][CH2:21]3)=[O:19])[N:11]=2)[C:5]([O:8]C)=[N:6][CH:7]=1.I[Si](C)(C)C, predict the reaction product. The product is: [Cl:1][C:2]1[CH:3]=[C:4]([C:10]2[N:11]=[C:12]([NH:17][C:18]([C:20]3([C:23]4[CH:33]=[CH:32][C:26]5[O:27][C:28]([F:30])([F:31])[O:29][C:25]=5[CH:24]=4)[CH2:22][CH2:21]3)=[O:19])[CH:13]=[CH:14][C:15]=2[CH3:16])[C:5](=[O:8])[NH:6][CH:7]=1.